This data is from Peptide-MHC class I binding affinity with 185,985 pairs from IEDB/IMGT. The task is: Regression. Given a peptide amino acid sequence and an MHC pseudo amino acid sequence, predict their binding affinity value. This is MHC class I binding data. (1) The peptide sequence is GIFVDTMSIY. The MHC is HLA-A11:01 with pseudo-sequence HLA-A11:01. The binding affinity (normalized) is 0.381. (2) The peptide sequence is VNNVYVKF. The MHC is Mamu-B52 with pseudo-sequence YSEMYEERAGNTFVNTAYIGYHHYTWAVLAYRWY. The binding affinity (normalized) is 0.355. (3) The peptide sequence is LLQGVPFHV. The MHC is HLA-A02:03 with pseudo-sequence HLA-A02:03. The binding affinity (normalized) is 0.936. (4) The peptide sequence is IAIEKNYWM. The MHC is H-2-Db with pseudo-sequence H-2-Db. The binding affinity (normalized) is 0.0840. (5) The peptide sequence is ISLQEVFTM. The MHC is HLA-B15:01 with pseudo-sequence HLA-B15:01. The binding affinity (normalized) is 0.0847. (6) The peptide sequence is PEDDGTDWF. The MHC is HLA-A68:02 with pseudo-sequence HLA-A68:02. The binding affinity (normalized) is 0.0847.